This data is from Forward reaction prediction with 1.9M reactions from USPTO patents (1976-2016). The task is: Predict the product of the given reaction. (1) Given the reactants [C:1]1([N:7]2[C:15]3[CH2:14][CH2:13][NH:12][CH2:11][C:10]=3[N:9]=[N:8]2)[CH:6]=[CH:5][CH:4]=[CH:3][CH:2]=1.[Cl:16][C:17]1[C:25]([C:26]([F:29])([F:28])[F:27])=[CH:24][CH:23]=[CH:22][C:18]=1[C:19](O)=[O:20].CCN(CC)CC.CN(C(ON1N=NC2C=CC=NC1=2)=[N+](C)C)C.F[P-](F)(F)(F)(F)F, predict the reaction product. The product is: [Cl:16][C:17]1[C:25]([C:26]([F:28])([F:29])[F:27])=[CH:24][CH:23]=[CH:22][C:18]=1[C:19]([N:12]1[CH2:13][CH2:14][C:15]2[N:7]([C:1]3[CH:2]=[CH:3][CH:4]=[CH:5][CH:6]=3)[N:8]=[N:9][C:10]=2[CH2:11]1)=[O:20]. (2) Given the reactants [CH3:1][O:2][C:3]1[CH:4]=[C:5]([C:11]2[CH2:12][C:13]([CH3:26])([CH3:25])[C:14](=[O:24])[N:15]([C:17]3[CH:22]=[CH:21][C:20]([OH:23])=[CH:19][CH:18]=3)[N:16]=2)[CH:6]=[CH:7][C:8]=1[O:9][CH3:10].[Cl:27][CH2:28][C:29]([N:31]1[CH2:36][CH2:35][N:34]([CH3:37])[CH2:33][CH2:32]1)=[O:30].COC1C=C(C2CC(C)(C)C(=O)N(C3C=CC(OCC(N)=O)=CC=3)N=2)C=CC=1OC, predict the reaction product. The product is: [ClH:27].[CH3:1][O:2][C:3]1[CH:4]=[C:5]([C:11]2[CH2:12][C:13]([CH3:26])([CH3:25])[C:14](=[O:24])[N:15]([C:17]3[CH:18]=[CH:19][C:20]([O:23][CH2:28][C:29]([N:31]4[CH2:36][CH2:35][N:34]([CH3:37])[CH2:33][CH2:32]4)=[O:30])=[CH:21][CH:22]=3)[N:16]=2)[CH:6]=[CH:7][C:8]=1[O:9][CH3:10]. (3) Given the reactants [NH2:1][NH:2][C:3]([C:5]1[C:10]([CH3:11])=[CH:9][CH:8]=[CH:7][N:6]=1)=[NH:4].[F:12][C:13]1[CH:18]=[C:17]([CH:19]=O)[CH:16]=[CH:15][C:14]=1[C:21]1[CH:26]=[CH:25][CH:24]=[CH:23][CH:22]=1, predict the reaction product. The product is: [F:12][C:13]1[CH:18]=[C:17]([C:19]2[NH:1][N:2]=[C:3]([C:5]3[C:10]([CH3:11])=[CH:9][CH:8]=[CH:7][N:6]=3)[N:4]=2)[CH:16]=[CH:15][C:14]=1[C:21]1[CH:22]=[CH:23][CH:24]=[CH:25][CH:26]=1.